From a dataset of Full USPTO retrosynthesis dataset with 1.9M reactions from patents (1976-2016). Predict the reactants needed to synthesize the given product. (1) Given the product [F:7][C:8]1[CH:9]=[C:10]([S:15]([C:16]2[CH:17]=[C:18]3[C:24]([NH2:25])=[N:23][NH:22][C:19]3=[N:20][CH:21]=2)(=[O:1])=[O:33])[CH:11]=[C:12]([F:14])[CH:13]=1, predict the reactants needed to synthesize it. The reactants are: [OH:1]OS([O-])=O.[K+].[F:7][C:8]1[CH:9]=[C:10]([S:15][C:16]2[CH:17]=[C:18]3[C:24]([NH2:25])=[N:23][NH:22][C:19]3=[N:20][CH:21]=2)[CH:11]=[C:12]([F:14])[CH:13]=1.O1CCCC1.CO.[OH2:33]. (2) Given the product [Br:1][C:2]1[CH:3]=[CH:4][C:5]([F:9])=[C:6]([NH:7][C:10](=[O:12])[CH3:11])[CH:8]=1, predict the reactants needed to synthesize it. The reactants are: [Br:1][C:2]1[CH:3]=[CH:4][C:5]([F:9])=[C:6]([CH:8]=1)[NH2:7].[C:10](OC(=O)C)(=[O:12])[CH3:11]. (3) The reactants are: [CH3:1][O:2][C:3]([C:5]1[CH:6]=[C:7]([CH:11]=[CH:12][CH:13]=1)[C:8]([OH:10])=O)=[O:4].ON1C2C=CC=CC=2N=N1.Cl.C(N=C=NCCCN(C)C)C.[CH:36]1([C:39]([N:41]2[CH2:46][CH2:45][NH:44][CH2:43][CH2:42]2)=[O:40])[CH2:38][CH2:37]1. Given the product [CH:36]1([C:39]([N:41]2[CH2:46][CH2:45][N:44]([C:8]([C:7]3[CH:6]=[C:5]([CH:13]=[CH:12][CH:11]=3)[C:3]([O:2][CH3:1])=[O:4])=[O:10])[CH2:43][CH2:42]2)=[O:40])[CH2:37][CH2:38]1, predict the reactants needed to synthesize it. (4) Given the product [CH3:1][CH:2]1[CH2:9][C@H:8]2[C@H:4]([CH2:5][N:6]([C:29]([C:27]3[N:28]=[C:24]([CH3:23])[S:25][C:26]=3[C:32]3[CH:33]=[C:34]([CH3:38])[CH:35]=[CH:36][CH:37]=3)=[O:30])[C@@H:7]2[CH2:10][NH:11][C:12]([C:14]2[N:21]3[C:17]([S:18][CH:19]=[CH:20]3)=[N:16][C:15]=2[CH3:22])=[O:13])[CH2:3]1, predict the reactants needed to synthesize it. The reactants are: [CH3:1][CH:2]1[CH2:9][C@H:8]2[C@H:4]([CH2:5][NH:6][C@@H:7]2[CH2:10][NH:11][C:12]([C:14]2[N:21]3[C:17]([S:18][CH:19]=[CH:20]3)=[N:16][C:15]=2[CH3:22])=[O:13])[CH2:3]1.[CH3:23][C:24]1[S:25][C:26]([C:32]2[CH:33]=[C:34]([CH3:38])[CH:35]=[CH:36][CH:37]=2)=[C:27]([C:29](O)=[O:30])[N:28]=1. (5) Given the product [ClH:17].[Cl:17][C:13]1[CH:14]=[C:15]2[C:10](=[CH:11][C:12]=1[S:18]([CH2:21][CH3:22])(=[O:19])=[O:20])[CH2:9][NH:8][CH2:16]2, predict the reactants needed to synthesize it. The reactants are: C(OC([N:8]1[CH2:16][C:15]2[C:10](=[CH:11][C:12]([S:18]([CH2:21][CH3:22])(=[O:20])=[O:19])=[C:13]([Cl:17])[CH:14]=2)[CH2:9]1)=O)(C)(C)C.Cl. (6) Given the product [F:14][C:2]([F:1])([F:15])[C:3](=[O:13])[CH2:4][CH2:5][CH2:6][CH2:7][CH2:8][CH2:9][C:10]([NH:29][C:30]1[CH:35]=[CH:34][N:33]=[CH:32][CH:31]=1)=[O:12], predict the reactants needed to synthesize it. The reactants are: [F:1][C:2]([F:15])([F:14])[C:3](=[O:13])[CH2:4][CH2:5][CH2:6][CH2:7][CH2:8][CH2:9][C:10]([OH:12])=O.C1C=CC2N(O)N=NC=2C=1.N=C=N.[NH2:29][C:30]1[CH:35]=[CH:34][N:33]=[CH:32][CH:31]=1.C(O)C(N)(CO)CO.